Dataset: Full USPTO retrosynthesis dataset with 1.9M reactions from patents (1976-2016). Task: Predict the reactants needed to synthesize the given product. (1) Given the product [C:13]([NH:17][C:2]([N:52]1[CH2:53][CH2:54][CH2:55][CH:50]([C:48]2[NH:47][C:46](=[O:56])[C:45]3([CH2:57][CH2:58][N:42]([S:39]([C:35]4[CH:36]=[CH:37][CH:38]=[C:33]([Cl:32])[CH:34]=4)(=[O:41])=[O:40])[CH2:43][CH2:44]3)[N:49]=2)[CH2:51]1)=[O:4])([CH3:16])([CH3:15])[CH3:14], predict the reactants needed to synthesize it. The reactants are: Cl[C:2](Cl)([O:4]C(=O)OC(Cl)(Cl)Cl)Cl.[C:13]([NH2:17])([CH3:16])([CH3:15])[CH3:14].C(N(CC)CC)C.FC(F)(F)C(O)=O.[Cl:32][C:33]1[CH:34]=[C:35]([S:39]([N:42]2[CH2:58][CH2:57][C:45]3([N:49]=[C:48]([CH:50]4[CH2:55][CH2:54][CH2:53][NH:52][CH2:51]4)[NH:47][C:46]3=[O:56])[CH2:44][CH2:43]2)(=[O:41])=[O:40])[CH:36]=[CH:37][CH:38]=1. (2) Given the product [CH3:38][O:37][CH:32]([C:6]1[C:5]2[C:9](=[CH:10][C:2]([I:1])=[CH:3][CH:4]=2)[N:8]([CH2:11][O:12][CH2:13][CH2:14][Si:15]([CH3:18])([CH3:17])[CH3:16])[N:7]=1)[O:35][CH3:36], predict the reactants needed to synthesize it. The reactants are: [I:1][C:2]1[CH:10]=[C:9]2[C:5]([C:6](C=CC3C=CC=CC=3)=[N:7][N:8]2[CH2:11][O:12][CH2:13][CH2:14][Si:15]([CH3:18])([CH3:17])[CH3:16])=[CH:4][CH:3]=1.CO.O=[O+][O-].[CH:32]([O:37][CH3:38])([O:35][CH3:36])OC.